This data is from Experimentally validated miRNA-target interactions with 360,000+ pairs, plus equal number of negative samples. The task is: Binary Classification. Given a miRNA mature sequence and a target amino acid sequence, predict their likelihood of interaction. (1) The miRNA is hsa-miR-4504 with sequence UGUGACAAUAGAGAUGAACAUG. The protein sequence of the target gene is MSTPARRRLMRDFKRLQEDPPAGVSGAPSENNIMVWNAVIFGPEGTPFEDGTFKLTIEFTEEYPNKPPTVRFVSKMFHPNVYADGSICLDILQNRWSPTYDVSSILTSIQSLLDEPNPNSPANSQAAQLYQENKREYEKRVSAIVEQSWRDC. Result: 1 (interaction). (2) The miRNA is mmu-miR-3061-3p with sequence CUACCUUUGAUAGUCCACUGCC. The protein sequence of the target gene is MAHMKTRLVYASILMMGALCLYFSMDSFRELPFVFKKSHGKFLQIPDIDCKQKPPFLVLLVTSSHKQLAARMAIRKTWGRETSVQGQQVRTFFLLGTSDSTEEMDATTLESEQHRDIIQKDFKDAYFNLTLKTMMGMEWVYHFCPQTAYVMKTDSDMFVNVGYLTELLLKKNKTTRFFTGYIKPHDFPIRQKFNKWFVSKFEYPWDRYPPFCSGTGYVFSSDVAIQVYNVSESVPFIKLEDVFVGLCLAKLKIRPEELHTKQTFFPGGLRFSVCRFQKIVACHFMKPQDLLTYWQALENS.... Result: 0 (no interaction). (3) The miRNA is hsa-miR-219b-3p with sequence AGAAUUGCGUUUGGACAAUCAGU. The protein sequence of the target gene is MNRGGGSPSAAANYLLCTNCRKVLRKDKRIRVSQPLTRGPSAFIPEKEVVQANTVDERTNFLVEEYSTSGRLDNITQVMSLHTQYLESFLRSQFYMLRMDGPLPLPYRHYIAIMAAARHQCSYLINMHVDEFLKTGGIAEWLNGLEYVPQRLKNLNEINKLLAHRPWLITKEHIQKLVKTGENNWSLPELVHAVVLLAHYHALASFVFGSGINPERDPEISNGFRLISVNNFCVCDLANDNNIENASLSGSNFGIVDSLSELEALMERMKRLQEEREDEEASQEEMSTRFEKEKKESLFV.... Result: 1 (interaction). (4) The protein sequence of the target gene is MSTLFPSLFPRVTETLWFNLDRPCVEETELQQQEQQHQAWLQSIAEKDNNLVPIGKPASEHYDDEEEEDDEDDEDSEEDSEDDEDMQDMDEMNDYNESPDDGEVNEVDMEGNEQDQDQWMI. Result: 0 (no interaction). The miRNA is hsa-miR-4450 with sequence UGGGGAUUUGGAGAAGUGGUGA. (5) The miRNA is hsa-miR-942-5p with sequence UCUUCUCUGUUUUGGCCAUGUG. The protein sequence of the target gene is MAAESALQVVEKLQARLAANPDPKKLLKYLKKLSILPITVDILVETGVGKTVNSFRKHEQVGNFARDLVAQWKKLVPVERNSEAEDQDFEKNNSRKRPRDALQREEELEGNYQESWKPSGSRSYSPEHRQKKHKKLSEPERPHKVAHSHEKRDERKRCHKVSPPYSSDPESSDYGHVQSPPPSSPHQMYTDLSRSPEEDQEPIISHQKPGKVHSNTFQDRLGVSHLGEQGKGAVSHHKQHRSSHKEKHPADAREDEKISAVSREKSHKASSKEESRRLLSGDSAKEKLPSSVVKKDKDRE.... Result: 0 (no interaction). (6) The miRNA is hsa-miR-4802-3p with sequence UACAUGGAUGGAAACCUUCAAGC. The protein sequence of the target gene is MVKETQYYDILGVKPSASPEEIKKAYRKLALKYHPDKNPDEGEKFKLISQAYEVLSDPKKRDIYDQGGEQAIKEGGSGSPSFSSPMDIFDMFFGGGGRMTRERRGKNVVHQLSVTLEDLYNGITKKLALQKNVICEKCEGIGGKKGSVEKCPLCKGRGMQVHIQQIGPGMVQQIQTVCIECKGQGERINPKDRCENCSGAKVTREKKIIEVHVEKGMKDGQKILFHGEGDQEPELDPGDVIIVLDQKDHSVFQRRGQDLIMKMKIQLSEALCGFKKTIKTLDDRVLVISSKSGEVIKHGD.... Result: 0 (no interaction). (7) The protein sequence of the target gene is MAAAPLKVCIVGSGNWGSAVAKIIGSNVKTLQKFSSTVKMWVFEETVNGRKLTDIINNDHENVKYLPGHKLPENVVAVPNLSEAVQDADLLVFVIPHQFIHKICDEITGRVPEKALGITLIKGIDEGPDGLKLISDIIREKMGIDISVLMGANIASEVAAEKFCETTIGSKVMQNGLLFKELLQTPNFRITVVDDADTVELCGALKNIVAVGAGFCDGLRCGDNTKAAVIRLGLMEMIAFAKIFCKGQVSTATFLESCGVADLITTCYGGRNRRVAEAFARTGKTIEELEKELLNGQKLQ.... Result: 0 (no interaction). The miRNA is bmo-miR-281-3p with sequence ACUGUCAUGGAGUUGCUCUCUU. (8) The miRNA is hsa-miR-548ao-5p with sequence AGAAGUAACUACGGUUUUUGCA. The protein sequence of the target gene is MSDHGDVSLPPEDRVRALSQLGSAVEVNEDIPPRRYFRSGVEIIRMASIYSEEGNIEHAFILYNKYITLFIEKLPKHRDYKSAVIPEKKDTVKKLKEIAFPKAEELKAELLKRYTKEYTEYNEEKKKEAEELARNMAIQQELEKEKQRVAQQKQQQLEQEQFHAFEEMIRNQELEKERLKIVQEFGKVDPGLGGPLVPDLEKPSLDVFPTLTVSSIQPSDCHTTVRPAKPPVVDRSLKPGALSNSESIPTIDGLRHVVVPGRLCPQFLQLASANTARGVETCGILCGKLMRNEFTITHVL.... Result: 0 (no interaction). (9) The miRNA is mmu-miR-7663-5p with sequence GCUGCUUGGUGAUCAUCCACUGU. The protein sequence of the target gene is MGTGGRRGTRSGKGTEGAAATSSSCLYRCIECNREAQELYRDYSHGVLKITICKSCQKPVDKYIEYDPVIILINAILCKTQAYRHILFNTKINIHGKLCMFCLLCEAYLRWWQLQDSSQSPAPDDVIRYAKEWDFYRMFVIASFEQAAFLTGIFAFLWVQQPMTAKRAPDFVLLLKALLLSSYGKLLLIPAVIWEHDYTPLCLRLIKVFVLTSNFQAVRVTLNTNRRLSLLVVLSGLLLESIVVFFFQRMEWDVSSDCALYKSQDF. Result: 0 (no interaction).